Dataset: Forward reaction prediction with 1.9M reactions from USPTO patents (1976-2016). Task: Predict the product of the given reaction. (1) The product is: [CH3:9][C@@H:10]1[CH2:15][N:14]([CH2:7][C:3]2[CH:2]=[N:1][CH:6]=[CH:5][CH:4]=2)[CH2:13][CH2:12][N:11]1[C:16]1[CH:17]=[CH:18][C:19]2[N:20]([C:22]([C:25]([F:27])([F:26])[F:28])=[N:23][N:24]=2)[N:21]=1. Given the reactants [N:1]1[CH:6]=[CH:5][CH:4]=[C:3]([CH:7]=O)[CH:2]=1.[CH3:9][C@@H:10]1[CH2:15][NH:14][CH2:13][CH2:12][N:11]1[C:16]1[CH:17]=[CH:18][C:19]2[N:20]([C:22]([C:25]([F:28])([F:27])[F:26])=[N:23][N:24]=2)[N:21]=1, predict the reaction product. (2) Given the reactants [CH3:1][O:2][C:3]1[CH:8]=[CH:7][C:6]([CH2:9][NH2:10])=[CH:5][CH:4]=1.Br[CH2:12][C:13]#[N:14], predict the reaction product. The product is: [CH3:1][O:2][C:3]1[CH:8]=[CH:7][C:6]([CH2:9][NH:10][CH2:12][C:13]#[N:14])=[CH:5][CH:4]=1. (3) Given the reactants [F:1][CH:2]([CH:8](O)[C:9]1[CH:14]=[CH:13][C:12]([C:15]2[N:19]=[CH:18][N:17]([C:20]3[CH:25]=[CH:24][C:23]([O:26][C:27]([F:30])([F:29])[F:28])=[CH:22][CH:21]=3)[N:16]=2)=[CH:11][CH:10]=1)[C:3]([O:5][CH2:6][CH3:7])=[O:4].COCCN(S(F)(F)[F:42])CCOC, predict the reaction product. The product is: [F:1][CH:2]([CH:8]([F:42])[C:9]1[CH:14]=[CH:13][C:12]([C:15]2[N:19]=[CH:18][N:17]([C:20]3[CH:21]=[CH:22][C:23]([O:26][C:27]([F:28])([F:30])[F:29])=[CH:24][CH:25]=3)[N:16]=2)=[CH:11][CH:10]=1)[C:3]([O:5][CH2:6][CH3:7])=[O:4]. (4) Given the reactants [BH4-].[Na+].[C:3]1([C:9]2[C:18]([CH:19]=[O:20])=[CH:17][C:16]3[C:11](=[CH:12][CH:13]=[CH:14][CH:15]=3)[N:10]=2)[CH:8]=[CH:7][CH:6]=[CH:5][CH:4]=1, predict the reaction product. The product is: [C:3]1([C:9]2[C:18]([CH2:19][OH:20])=[CH:17][C:16]3[C:11](=[CH:12][CH:13]=[CH:14][CH:15]=3)[N:10]=2)[CH:4]=[CH:5][CH:6]=[CH:7][CH:8]=1. (5) Given the reactants CC1C=CC(S(O[CH2:12][CH:13]2[O:18][C:17]3[CH:19]=[C:20]([S:23]([CH3:26])(=[O:25])=[O:24])[CH:21]=[CH:22][C:16]=3[O:15][CH2:14]2)(=O)=O)=CC=1.[CH3:27][O:28][CH2:29][CH2:30][NH2:31], predict the reaction product. The product is: [CH3:27][O:28][CH2:29][CH2:30][NH:31][CH2:12][CH:13]1[O:18][C:17]2[CH:19]=[C:20]([S:23]([CH3:26])(=[O:24])=[O:25])[CH:21]=[CH:22][C:16]=2[O:15][CH2:14]1. (6) Given the reactants [CH3:1][S:2][CH2:3][CH2:4][N:5]([C:16](=[O:24])[C:17]1[CH:22]=[CH:21][C:20]([F:23])=[CH:19][CH:18]=1)[C:6]1[CH:11]=[CH:10][C:9]([S:12]([NH2:15])(=[O:14])=[O:13])=[CH:8][CH:7]=1.[C:25](Cl)(=[O:27])[CH3:26].CCN(CC)CC, predict the reaction product. The product is: [CH3:1][S:2][CH2:3][CH2:4][N:5]([C:16](=[O:24])[C:17]1[CH:18]=[CH:19][C:20]([F:23])=[CH:21][CH:22]=1)[C:6]1[CH:11]=[CH:10][C:9]([S:12]([NH:15][C:25](=[O:27])[CH3:26])(=[O:13])=[O:14])=[CH:8][CH:7]=1. (7) The product is: [CH2:27]([O:26][C:24]([C:17]1[CH:18]=[CH:19][C:20]2[C:21]3[C:13](=[CH:12][C:11]([C:9]([O:8][CH2:1][C:2]4[CH:7]=[CH:6][CH:5]=[CH:4][CH:3]=4)=[O:10])=[CH:23][CH:22]=3)[CH:14]([CH:34]=[O:35])[C:15]=2[CH:16]=1)=[O:25])[C:28]1[CH:29]=[CH:30][CH:31]=[CH:32][CH:33]=1. Given the reactants [CH2:1]([O:8][C:9]([C:11]1[CH:23]=[CH:22][C:21]2[C:20]3[C:15](=[CH:16][C:17]([C:24]([O:26][CH2:27][C:28]4[CH:33]=[CH:32][CH:31]=[CH:30][CH:29]=4)=[O:25])=[CH:18][CH:19]=3)[CH2:14][C:13]=2[CH:12]=1)=[O:10])[C:2]1[CH:7]=[CH:6][CH:5]=[CH:4][CH:3]=1.[CH:34](OCC1C=CC=CC=1)=[O:35].CC(C)([O-])C.[K+], predict the reaction product. (8) The product is: [O:10]1[C:6]2[CH:5]=[CH:4][N:3]=[C:2]([NH2:11])[C:7]=2[CH:8]=[CH:9]1. Given the reactants Cl[C:2]1[C:7]2[CH:8]=[CH:9][O:10][C:6]=2[CH:5]=[CH:4][N:3]=1.[NH3:11], predict the reaction product. (9) Given the reactants [CH:1]([CH:4]1[CH:8]2[C:9]3[C:14]([CH:5]1[CH2:6][CH2:7]2)=[CH:13][CH:12]=[CH:11][C:10]=3[NH2:15])([CH3:3])[CH3:2].C[Al](C)C.[F:20][C:21]([F:33])([F:32])[C:22]1[C:23]([C:28](OC)=[O:29])=[N:24][CH:25]=[CH:26][N:27]=1.Cl, predict the reaction product. The product is: [CH:1]([CH:4]1[CH:8]2[C:9]3[C:14]([CH:5]1[CH2:6][CH2:7]2)=[CH:13][CH:12]=[CH:11][C:10]=3[NH:15][C:28]([C:23]1[C:22]([C:21]([F:32])([F:20])[F:33])=[N:27][CH:26]=[CH:25][N:24]=1)=[O:29])([CH3:3])[CH3:2].